Task: Predict which catalyst facilitates the given reaction.. Dataset: Catalyst prediction with 721,799 reactions and 888 catalyst types from USPTO (1) Reactant: [C:1]([C:3]1([C:9]2[CH:10]=[C:11]([CH:16]=[CH:17][CH:18]=2)[C:12]([O:14]C)=[O:13])[CH2:8][CH2:7][O:6][CH2:5][CH2:4]1)#[N:2].[OH-].[Li+].CO.O. Product: [C:1]([C:3]1([C:9]2[CH:10]=[C:11]([CH:16]=[CH:17][CH:18]=2)[C:12]([OH:14])=[O:13])[CH2:8][CH2:7][O:6][CH2:5][CH2:4]1)#[N:2]. The catalyst class is: 7. (2) Reactant: [C:1]([O:5][C:6]([N:8]1[CH2:13][CH2:12][CH2:11][C@H:10]2[CH2:14][N:15]([C:17]3[C:26]([O:27][CH3:28])=[C:25]4[C:20]([C:21](=[O:35])[C:22]([C:32]([OH:34])=[O:33])=[CH:23][N:24]4[CH:29]4[CH2:31][CH2:30]4)=[CH:19][C:18]=3[F:36])[CH2:16][C@@H:9]12)=[O:7])([CH3:4])([CH3:3])[CH3:2].Br[CH2:38][C:39]([NH:41][CH:42]([P:51](=[O:58])([O:55][CH2:56][CH3:57])[O:52][CH2:53][CH3:54])[P:43](=[O:50])([O:47][CH2:48][CH3:49])[O:44][CH2:45][CH3:46])=[O:40].C([O-])([O-])=O.[Cs+].[Cs+]. Product: [C:1]([O:5][C:6]([N:8]1[CH2:13][CH2:12][CH2:11][C@H:10]2[CH2:14][N:15]([C:17]3[C:26]([O:27][CH3:28])=[C:25]4[C:20]([C:21](=[O:35])[C:22]([C:32]([O:34][CH2:38][C:39](=[O:40])[NH:41][CH:42]([P:51]([O:52][CH2:53][CH3:54])([O:55][CH2:56][CH3:57])=[O:58])[P:43]([O:44][CH2:45][CH3:46])([O:47][CH2:48][CH3:49])=[O:50])=[O:33])=[CH:23][N:24]4[CH:29]4[CH2:31][CH2:30]4)=[CH:19][C:18]=3[F:36])[CH2:16][C@@H:9]12)=[O:7])([CH3:4])([CH3:2])[CH3:3]. The catalyst class is: 6. (3) Reactant: [O:1]1[CH2:6][CH2:5][N:4]([C:7]2[C:8]3[S:22][CH:21]=[N:20][C:9]=3[N:10]=[C:11]([C:13]3[CH:14]=[C:15]([OH:19])[CH:16]=[CH:17][CH:18]=3)[N:12]=2)[CH2:3][CH2:2]1.N1C=CN=C1.[CH3:28][C:29]([Si:32](Cl)([CH3:34])[CH3:33])([CH3:31])[CH3:30]. Product: [Si:32]([O:19][C:15]1[CH:14]=[C:13]([C:11]2[N:12]=[C:7]([N:4]3[CH2:5][CH2:6][O:1][CH2:2][CH2:3]3)[C:8]3[S:22][CH:21]=[N:20][C:9]=3[N:10]=2)[CH:18]=[CH:17][CH:16]=1)([C:29]([CH3:31])([CH3:30])[CH3:28])([CH3:34])[CH3:33]. The catalyst class is: 3. (4) Reactant: [N+:1]([C:4]1[CH:9]=[CH:8][C:7]([CH2:10][C:11]#[N:12])=[CH:6][CH:5]=1)([O-:3])=[O:2].C(O)C.[ClH:16].O1CCOCC1.[NH3:23]. Product: [ClH:16].[N+:1]([C:4]1[CH:5]=[CH:6][C:7]([CH2:10][C:11](=[NH:23])[NH2:12])=[CH:8][CH:9]=1)([O-:3])=[O:2]. The catalyst class is: 5. (5) Reactant: ClC(OCC)=O.[Br:7][C:8]1[CH:13]=[CH:12][C:11]([C@@H:14]2[CH2:16][C@H:15]2[C:17]([OH:19])=O)=[CH:10][CH:9]=1.CCN(CC)CC.[N-:27]=[N+:28]=[N-:29].[Na+]. Product: [Br:7][C:8]1[CH:13]=[CH:12][C:11]([C@@H:14]2[CH2:16][C@H:15]2[C:17]([N:27]=[N+:28]=[N-:29])=[O:19])=[CH:10][CH:9]=1. The catalyst class is: 95. (6) Reactant: [CH2:1]([CH:3]1[CH2:7][CH:6]([C:8](OC)=[O:9])[CH2:5][CH:4]1[C:12]([O:14][C:15]([CH3:18])([CH3:17])[CH3:16])=[O:13])[CH3:2].[H-].[H-].[H-].[H-].[Li+].[Al+3]. Product: [CH2:1]([CH:3]1[CH2:7][CH:6]([CH2:8][OH:9])[CH2:5][CH:4]1[C:12]([O:14][C:15]([CH3:16])([CH3:18])[CH3:17])=[O:13])[CH3:2]. The catalyst class is: 28. (7) Reactant: [Cl:1][C:2]1[C:3]([NH:28][C:29]2[CH:34]=[CH:33][CH:32]=[CH:31][C:30]=2[S:35]([NH:38][CH3:39])(=[O:37])=[O:36])=[N:4][C:5]([NH:8][C:9]2[CH:10]=[C:11]3[C:17](=[CH:18][CH:19]=2)[CH:16]2[CH2:20][CH2:21][CH:12]3[CH2:13][N:14](C(=O)C(F)(F)F)[CH2:15]2)=[N:6][CH:7]=1.C(=O)([O-])[O-].[K+].[K+]. Product: [CH:12]12[CH2:21][CH2:20][CH:16]([CH2:15][NH:14][CH2:13]1)[C:17]1[C:11]2=[CH:10][C:9]([NH:8][C:5]2[N:4]=[C:3]([NH:28][C:29]3[CH:34]=[CH:33][CH:32]=[CH:31][C:30]=3[S:35]([NH:38][CH3:39])(=[O:37])=[O:36])[C:2]([Cl:1])=[CH:7][N:6]=2)=[CH:19][CH:18]=1. The catalyst class is: 5. (8) Reactant: [C:1]([N:5]1[C:9](=[O:10])[C:8](Cl)=[C:7]([C:12]2[CH:17]=[CH:16][CH:15]=[CH:14][CH:13]=2)[S:6]1(=[O:19])=[O:18])([CH3:4])([CH3:3])[CH3:2].[NH2:20][CH2:21][CH2:22][C:23]1[CH:28]=[CH:27][C:26]([S:29]([NH2:32])(=[O:31])=[O:30])=[CH:25][CH:24]=1. Product: [C:1]([N:5]1[C:9](=[O:10])[C:8]([NH:20][CH2:21][CH2:22][C:23]2[CH:24]=[CH:25][C:26]([S:29]([NH2:32])(=[O:30])=[O:31])=[CH:27][CH:28]=2)=[C:7]([C:12]2[CH:17]=[CH:16][CH:15]=[CH:14][CH:13]=2)[S:6]1(=[O:19])=[O:18])([CH3:4])([CH3:3])[CH3:2]. The catalyst class is: 3.